From a dataset of Catalyst prediction with 721,799 reactions and 888 catalyst types from USPTO. Predict which catalyst facilitates the given reaction. (1) Reactant: [C:1]([O:4][C@H:5]1[CH2:22][CH2:21][C@@:20]2([CH3:23])[C@@H:7]([CH2:8][CH2:9][C@:10]3([CH3:34])[C@@H:19]2[CH2:18][CH2:17][C@H:16]2[C@@:11]3([CH3:33])[CH2:12][CH2:13][C@@:14]3([C:30](O)=[O:31])[CH2:26][CH2:25][C@@H:24]([CH:27]([CH3:29])[CH3:28])[C@@H:15]32)[C:6]1([CH3:36])[CH3:35])(=[O:3])[CH3:2].C(Cl)(=O)C(Cl)=O.CN(C=O)C.[CH3:48][O:49][C:50]1[CH:55]=[CH:54][C:53]([C:56]2[NH:60][C:59]([C@@H:61]3[CH2:65][CH2:64][CH2:63][NH:62]3)=[N:58][CH:57]=2)=[CH:52][CH:51]=1. Product: [C:1]([O:4][C@H:5]1[CH2:22][CH2:21][C@@:20]2([CH3:23])[C@@H:7]([CH2:8][CH2:9][C@:10]3([CH3:34])[C@@H:19]2[CH2:18][CH2:17][C@H:16]2[C@@:11]3([CH3:33])[CH2:12][CH2:13][C@@:14]3([C:30]([N:62]4[CH2:63][CH2:64][CH2:65][C@H:61]4[C:59]4[NH:60][C:56]([C:53]5[CH:52]=[CH:51][C:50]([O:49][CH3:48])=[CH:55][CH:54]=5)=[CH:57][N:58]=4)=[O:31])[CH2:26][CH2:25][C@@H:24]([CH:27]([CH3:28])[CH3:29])[C@@H:15]32)[C:6]1([CH3:35])[CH3:36])(=[O:3])[CH3:2]. The catalyst class is: 347. (2) Product: [CH3:1][O:2][C:3]([C:5]1[CH:9]=[CH:8][O:7][C:6]=1[CH2:10][N:12]1[CH2:17][CH2:16][O:15][CH2:14][CH2:13]1)=[O:4]. The catalyst class is: 10. Reactant: [CH3:1][O:2][C:3]([C:5]1[CH:9]=[CH:8][O:7][C:6]=1[CH2:10]Cl)=[O:4].[NH:12]1[CH2:17][CH2:16][O:15][CH2:14][CH2:13]1. (3) Reactant: [N+:1]([C:4]1[O:8][C:7]([CH:9]=O)=[CH:6][CH:5]=1)([O-:3])=[O:2].S(=O)(=O)(O)O.[F:16][C:17]1[CH:18]=[C:19]2[C:24](=[CH:25][C:26]=1[N:27]1[CH2:32][CH2:31][N:30]([CH3:33])[CH2:29][CH2:28]1)[N:23]=[C:22]([CH3:34])[NH:21][C:20]2=[O:35].C(OCC)(=O)C. Product: [F:16][C:17]1[CH:18]=[C:19]2[C:24](=[CH:25][C:26]=1[N:27]1[CH2:32][CH2:31][N:30]([CH3:33])[CH2:29][CH2:28]1)[N:23]=[C:22]([CH:34]=[CH:9][C:7]1[O:8][C:4]([N+:1]([O-:3])=[O:2])=[CH:5][CH:6]=1)[NH:21][C:20]2=[O:35]. The catalyst class is: 15. (4) Reactant: [CH3:1][N:2]([CH3:32])[C:3]1[C:4]2[S:31][CH:30]=[CH:29][C:5]=2[N:6]=[C:7]([NH:9][C@H:10]2[CH2:14][CH2:13][N:12]([C:15](=O)[CH2:16][C:17]3[CH:22]=[CH:21][C:20]([O:23][C:24]([F:27])([F:26])[F:25])=[CH:19][CH:18]=3)[CH2:11]2)[N:8]=1.COC1C=CC(P2(SP(C3C=CC(OC)=CC=3)(=S)S2)=[S:42])=CC=1. Product: [CH3:1][N:2]([CH3:32])[C:3]1[C:4]2[S:31][CH:30]=[CH:29][C:5]=2[N:6]=[C:7]([NH:9][C@H:10]2[CH2:14][CH2:13][N:12]([C:15](=[S:42])[CH2:16][C:17]3[CH:22]=[CH:21][C:20]([O:23][C:24]([F:27])([F:26])[F:25])=[CH:19][CH:18]=3)[CH2:11]2)[N:8]=1. The catalyst class is: 11. (5) Reactant: [OH:1][CH:2]([C:4]1[CH:12]=[CH:11][C:7]([C:8]([O-:10])=[O:9])=[CH:6][CH:5]=1)[CH3:3].[C:13]1(P(C2C=CC=CC=2)C2C=CC=CC=2)C=CC=CC=1.[C:32]1([CH3:39])[C:37](O)=[CH:36][CH:35]=[CH:34][CH:33]=1.CC(OC(/N=N/C(OC(C)C)=O)=O)C. Product: [C:32]1([CH3:39])[CH:37]=[CH:36][CH:35]=[CH:34][C:33]=1[O:1][CH:2]([C:4]1[CH:12]=[CH:11][C:7]([C:8]([O:10][CH3:13])=[O:9])=[CH:6][CH:5]=1)[CH3:3]. The catalyst class is: 7.